The task is: Predict the reaction yield, written as a fraction of the theoretical maximum amount of product (1.0 means a 100% yield; for example, 0.34 means a 34% yield).. This data is from Reaction yield outcomes from USPTO patents with 853,638 reactions. (1) The reactants are Cl[C:2]1[C:11]2[C:6](=[CH:7][CH:8]=[C:9]([F:12])[CH:10]=2)[N:5]=[CH:4][CH:3]=1.[C:13]([N:20]1[CH2:25][CH2:24][NH:23][CH2:22][CH2:21]1)([O:15][C:16]([CH3:19])([CH3:18])[CH3:17])=[O:14].CCN(C(C)C)C(C)C. The catalyst is CN1C(=O)CCC1. The product is [F:12][C:9]1[CH:10]=[C:11]2[C:6](=[CH:7][CH:8]=1)[N:5]=[CH:4][CH:3]=[C:2]2[N:23]1[CH2:22][CH2:21][N:20]([C:13]([O:15][C:16]([CH3:19])([CH3:18])[CH3:17])=[O:14])[CH2:25][CH2:24]1. The yield is 0.770. (2) The reactants are [CH2:1]([O:3][C:4]1[CH:5]=[C:6]([C:12]([C:16]2[CH:21]=[CH:20][CH:19]=[CH:18][CH:17]=2)=[CH:13][C:14]#[N:15])[CH:7]=[CH:8][C:9]=1[O:10][CH3:11])[CH3:2].[H][H]. The catalyst is C(O)C.C(OCC)(=O)C.[Pd]. The product is [CH2:1]([O:3][C:4]1[CH:5]=[C:6]([CH:12]([C:16]2[CH:17]=[CH:18][CH:19]=[CH:20][CH:21]=2)[CH2:13][C:14]#[N:15])[CH:7]=[CH:8][C:9]=1[O:10][CH3:11])[CH3:2]. The yield is 0.150. (3) The product is [C:1]([C:4]1[CH:5]=[C:6]2[C:11](=[O:12])[N:15]([C:16]3[CH:24]=[CH:23][CH:22]=[C:18]([C:19]([OH:21])=[O:20])[CH:17]=3)[C:8](=[O:10])[C:7]2=[CH:13][CH:14]=1)([OH:3])=[O:2]. The yield is 0.720. The reactants are [C:1]([C:4]1[CH:5]=[C:6]2[C:11](=[O:12])[O:10][C:8](=O)[C:7]2=[CH:13][CH:14]=1)([OH:3])=[O:2].[NH2:15][C:16]1[CH:17]=[C:18]([CH:22]=[CH:23][CH:24]=1)[C:19]([OH:21])=[O:20]. No catalyst specified. (4) The reactants are [H-].[Na+].[CH3:3][O:4][C:5]1[CH:6]=[C:7]2[C:12](=[CH:13][CH:14]=1)[C:11](=[O:15])[NH:10][CH2:9][CH2:8]2.[CH2:16](I)[CH:17]=[CH2:18].O. The catalyst is CN(C=O)C.CCOC(C)=O. The product is [CH2:18]([N:10]1[CH2:9][CH2:8][C:7]2[C:12](=[CH:13][CH:14]=[C:5]([O:4][CH3:3])[CH:6]=2)[C:11]1=[O:15])[CH:17]=[CH2:16]. The yield is 0.990. (5) The reactants are [C:1]([O:5][C:6]([N:8]1[CH2:13][CH2:12][N:11]([C:14]2[C:15](=[O:33])[N:16]([CH2:29][CH:30]([CH3:32])[CH3:31])[N:17]=[C:18]([C:21]3[CH:26]=[CH:25][C:24](C)=[C:23](F)[CH:22]=3)[C:19]=2[CH3:20])[CH2:10][CH2:9]1)=[O:7])([CH3:4])([CH3:3])[CH3:2].C(N1C(=O)C(C[O:46][S:47]([CH3:50])(=O)=[O:48])=CC(C2C=CC(S(C)(=O)=O)=CC=2)=N1)C(C)C.N1(C(OC(C)(C)C)=O)CCNCC1. No catalyst specified. The product is [C:1]([O:5][C:6]([N:8]1[CH2:13][CH2:12][N:11]([C:14]2[C:15](=[O:33])[N:16]([CH2:29][CH:30]([CH3:32])[CH3:31])[N:17]=[C:18]([C:21]3[CH:26]=[CH:25][C:24]([S:47]([CH3:50])(=[O:48])=[O:46])=[CH:23][CH:22]=3)[C:19]=2[CH3:20])[CH2:10][CH2:9]1)=[O:7])([CH3:4])([CH3:3])[CH3:2]. The yield is 0.759. (6) The catalyst is O1CCOCC1.ClCCl.[Pd](Cl)Cl.C1(P(C2C=CC=CC=2)[C-]2C=CC=C2)C=CC=CC=1.[C-]1(P(C2C=CC=CC=2)C2C=CC=CC=2)C=CC=C1.[Fe+2]. The reactants are Br[C:2]1[C:3]([CH3:9])=[N:4][C:5]([NH2:8])=[N:6][CH:7]=1.C([O-])(=O)C.[K+].[CH3:15][C:16]1([CH3:32])[C:20]([CH3:22])([CH3:21])[O:19][B:18]([B:18]2[O:19][C:20]([CH3:22])([CH3:21])[C:16]([CH3:32])([CH3:15])[O:17]2)[O:17]1.CCOC(C)=O. The product is [CH3:9][C:3]1[C:2]([B:18]2[O:19][C:20]([CH3:22])([CH3:21])[C:16]([CH3:32])([CH3:15])[O:17]2)=[CH:7][N:6]=[C:5]([NH2:8])[N:4]=1. The yield is 0.740. (7) The reactants are Cl[C:2]1[N:7]=[CH:6][N:5]=[C:4]([NH2:8])[C:3]=1[C:9]1[O:10][C:11]([CH3:14])=[N:12][N:13]=1.[NH2:15][C@H:16]([C:19]1[N:28]([C:29]2[CH:34]=[CH:33][CH:32]=[CH:31][C:30]=2[CH3:35])[C:27](=[O:36])[C:26]2[C:21](=[CH:22][CH:23]=[CH:24][C:25]=2[CH3:37])[N:20]=1)[CH2:17][CH3:18].CCN(C(C)C)C(C)C.CCOC(C)=O. The catalyst is CCCCO. The product is [NH2:8][C:4]1[N:5]=[CH:6][N:7]=[C:2]([NH:15][C@H:16]([C:19]2[N:28]([C:29]3[CH:34]=[CH:33][CH:32]=[CH:31][C:30]=3[CH3:35])[C:27](=[O:36])[C:26]3[C:21](=[CH:22][CH:23]=[CH:24][C:25]=3[CH3:37])[N:20]=2)[CH2:17][CH3:18])[C:3]=1[C:9]1[O:10][C:11]([CH3:14])=[N:12][N:13]=1. The yield is 0.775. (8) The reactants are [C:1]([O:5][C:6]([N:8]1[CH2:12][CH2:11][CH2:10][C@H:9]1[CH2:13][O:14][C:15]1[CH:16]=[N:17][CH:18]=[C:19]([C:21]#[C:22][Si](C)(C)C)[CH:20]=1)=[O:7])([CH3:4])([CH3:3])[CH3:2].[F-].C([N+](CCCC)(CCCC)CCCC)CCC. The catalyst is C1COCC1. The product is [C:1]([O:5][C:6]([N:8]1[CH2:12][CH2:11][CH2:10][C@H:9]1[CH2:13][O:14][C:15]1[CH:16]=[N:17][CH:18]=[C:19]([C:21]#[CH:22])[CH:20]=1)=[O:7])([CH3:4])([CH3:3])[CH3:2]. The yield is 0.980. (9) The reactants are [Br:1][C:2]1[CH:7]=[CH:6][C:5]([O:8][CH3:9])=[CH:4][C:3]=1[CH2:10]Br.[F:12][C:13]([F:23])([F:22])[C:14]1[CH:21]=[CH:20][C:17]([CH2:18][NH2:19])=[CH:16][CH:15]=1.C(N(CC)CC)C. The catalyst is CS(C)=O.C1COCC1. The product is [F:12][C:13]([F:22])([F:23])[C:14]1[CH:21]=[CH:20][C:17]([CH2:18][NH:19][CH2:10][C:3]2[CH:4]=[C:5]([O:8][CH3:9])[CH:6]=[CH:7][C:2]=2[Br:1])=[CH:16][CH:15]=1. The yield is 0.730. (10) The reactants are Cl.[Cl:2][C:3]1[CH:8]=[CH:7][C:6]([CH:9]([OH:23])[CH:10]2[CH2:15][CH2:14][N:13](C(OC(C)(C)C)=O)[CH2:12][CH2:11]2)=[CH:5][CH:4]=1. The catalyst is CO. The product is [ClH:2].[Cl:2][C:3]1[CH:8]=[CH:7][C:6]([CH:9]([CH:10]2[CH2:15][CH2:14][NH:13][CH2:12][CH2:11]2)[OH:23])=[CH:5][CH:4]=1. The yield is 0.950.